Task: Predict which catalyst facilitates the given reaction.. Dataset: Catalyst prediction with 721,799 reactions and 888 catalyst types from USPTO (1) Reactant: [N+]([O-])(O)=O.OS(O)(=O)=O.CC1(C)C2C(CC=CC=2)C(C)(C)CC1.[CH3:24][C:25]1([CH3:40])[C:34]2[C:29](=[CH:30][C:31]([N+:35]([O-])=O)=[CH:32][CH:33]=2)[C:28]([CH3:39])([CH3:38])[CH2:27][CH2:26]1. Product: [CH3:24][C:25]1([CH3:40])[CH2:26][CH2:27][C:28]([CH3:39])([CH3:38])[C:29]2[CH:30]=[C:31]([NH2:35])[CH:32]=[CH:33][C:34]1=2. The catalyst class is: 180. (2) Reactant: [NH2:1][C:2]1[CH:10]=[C:9]2[C:5]([C:6]([CH3:15])([CH3:14])[CH2:7][N:8]2[C:11](=[O:13])[CH3:12])=[CH:4][CH:3]=1.Cl[C:17]1[C:18]2[CH2:26][N:25]([C:27]3[C:32]([Cl:33])=[CH:31][CH:30]=[CH:29][N:28]=3)[CH2:24][CH2:23][C:19]=2[N:20]=[CH:21][N:22]=1.C([O-])([O-])=O.[Na+].[Na+]. Product: [Cl:33][C:32]1[C:27]([N:25]2[CH2:24][CH2:23][C:19]3[N:20]=[CH:21][N:22]=[C:17]([NH:1][C:2]4[CH:10]=[C:9]5[C:5]([C:6]([CH3:15])([CH3:14])[CH2:7][N:8]5[C:11](=[O:13])[CH3:12])=[CH:4][CH:3]=4)[C:18]=3[CH2:26]2)=[N:28][CH:29]=[CH:30][CH:31]=1. The catalyst class is: 23. (3) Reactant: C([O:4][CH2:5][C:6]1[C:11]([N:12]2[CH2:24][CH2:23][C:22]3[N:21]4[C:16]([CH2:17][CH2:18][CH2:19][CH2:20]4)=[CH:15][C:14]=3[C:13]2=[O:25])=[CH:10][C:9]([F:26])=[CH:8][C:7]=1[C:27]1[CH:32]=[C:31]([NH:33][C:34]2[CH:39]=[CH:38][C:37]([N:40]3[CH2:45][C@@H:44]([CH3:46])[N:43]([CH:47]4[CH2:50][O:49][CH2:48]4)[CH2:42][C@@H:41]3[CH3:51])=[CH:36][N:35]=2)[C:30](=[O:52])[N:29]([CH3:53])[CH:28]=1)(=O)C.[OH-].[Li+]. Product: [CH3:51][C@H:41]1[CH2:42][N:43]([CH:47]2[CH2:50][O:49][CH2:48]2)[C@H:44]([CH3:46])[CH2:45][N:40]1[C:37]1[CH:38]=[CH:39][C:34]([NH:33][C:31]2[C:30](=[O:52])[N:29]([CH3:53])[CH:28]=[C:27]([C:7]3[C:6]([CH2:5][OH:4])=[C:11]([N:12]4[CH2:24][CH2:23][C:22]5[N:21]6[C:16]([CH2:17][CH2:18][CH2:19][CH2:20]6)=[CH:15][C:14]=5[C:13]4=[O:25])[CH:10]=[C:9]([F:26])[CH:8]=3)[CH:32]=2)=[N:35][CH:36]=1. The catalyst class is: 854.